The task is: Predict the product of the given reaction.. This data is from Forward reaction prediction with 1.9M reactions from USPTO patents (1976-2016). (1) Given the reactants [CH2:1]([N:8]1[C@H:13]([C:14]2[CH:19]=[CH:18][CH:17]=[CH:16][CH:15]=2)[CH2:12][O:11][C:10]([CH2:22][OH:23])([CH2:20][OH:21])[CH2:9]1)[C:2]1[CH:7]=[CH:6][CH:5]=[CH:4][CH:3]=1.C([Li])CCC.[C:29]1([CH3:39])[CH:34]=[CH:33][C:32]([S:35](Cl)(=[O:37])=[O:36])=[CH:31][CH:30]=1, predict the reaction product. The product is: [CH3:39][C:29]1[CH:34]=[CH:33][C:32]([S:35]([O:23][CH2:22][C:10]2([CH2:20][OH:21])[O:11][CH2:12][C@@H:13]([C:14]3[CH:15]=[CH:16][CH:17]=[CH:18][CH:19]=3)[N:8]([CH2:1][C:2]3[CH:3]=[CH:4][CH:5]=[CH:6][CH:7]=3)[CH2:9]2)(=[O:37])=[O:36])=[CH:31][CH:30]=1. (2) Given the reactants Br[C:2]1[CH:3]=[N:4][CH:5]=[CH:6][C:7]=1[C:8](=[O:10])[CH3:9].[CH3:11][N:12]1[C:16]2[CH:17]=[C:18](B3OC(C)(C)C(C)(C)O3)[CH:19]=[CH:20][C:15]=2[O:14][C:13]1=[O:30].C(=O)([O-])[O-].[Na+].[Na+], predict the reaction product. The product is: [C:8]([C:7]1[CH:6]=[CH:5][N:4]=[CH:3][C:2]=1[C:18]1[CH:19]=[CH:20][C:15]2[O:14][C:13](=[O:30])[N:12]([CH3:11])[C:16]=2[CH:17]=1)(=[O:10])[CH3:9].